Dataset: NCI-60 drug combinations with 297,098 pairs across 59 cell lines. Task: Regression. Given two drug SMILES strings and cell line genomic features, predict the synergy score measuring deviation from expected non-interaction effect. Drug 1: CCCS(=O)(=O)NC1=C(C(=C(C=C1)F)C(=O)C2=CNC3=C2C=C(C=N3)C4=CC=C(C=C4)Cl)F. Drug 2: CC12CCC3C(C1CCC2=O)CC(=C)C4=CC(=O)C=CC34C. Cell line: SF-295. Synergy scores: CSS=42.0, Synergy_ZIP=-0.0392, Synergy_Bliss=0.722, Synergy_Loewe=0.869, Synergy_HSA=0.625.